From a dataset of Reaction yield outcomes from USPTO patents with 853,638 reactions. Predict the reaction yield, written as a fraction of the theoretical maximum amount of product (1.0 means a 100% yield; for example, 0.34 means a 34% yield). (1) The reactants are CN.[CH2:3]([N:5](CC)CC)C.[I:10][C:11]1[CH:19]=[CH:18][C:14]([C:15](Cl)=[O:16])=[CH:13][C:12]=1[O:20][CH3:21].O. The catalyst is ClCCl. The product is [I:10][C:11]1[CH:19]=[CH:18][C:14]([C:15]([NH:5][CH3:3])=[O:16])=[CH:13][C:12]=1[O:20][CH3:21]. The yield is 0.460. (2) The reactants are [CH3:1][C:2]1[C:6]2[C:7](=[O:19])[N:8]([CH2:11][CH2:12][N:13]3[CH2:18][CH2:17][O:16][CH2:15][CH2:14]3)[CH2:9][CH2:10][C:5]=2[NH:4][C:3]=1[CH:20]=O.[F:22][C:23]1[C:28]([F:29])=[CH:27][CH:26]=[CH:25][C:24]=1[C:30]1[CH:38]=[CH:37][CH:36]=[C:35]2[C:31]=1[CH2:32][C:33](=[O:39])[NH:34]2. No catalyst specified. The product is [F:22][C:23]1[C:28]([F:29])=[CH:27][CH:26]=[CH:25][C:24]=1[C:30]1[CH:38]=[CH:37][CH:36]=[C:35]2[C:31]=1[C:32](=[CH:20][C:3]1[NH:4][C:5]3[CH2:10][CH2:9][N:8]([CH2:11][CH2:12][N:13]4[CH2:14][CH2:15][O:16][CH2:17][CH2:18]4)[C:7](=[O:19])[C:6]=3[C:2]=1[CH3:1])[C:33](=[O:39])[NH:34]2. The yield is 0.333. (3) The reactants are [F:1][C:2]([F:20])([F:19])[C:3]([NH:5][C:6]1[CH:11]=[C:10]([C:12]#[C:13][Si](C)(C)C)[CH:9]=[CH:8][C:7]=1[CH3:18])=[O:4].[F-].C([N+](CCCC)(CCCC)CCCC)CCC. The catalyst is C1COCC1.O. The product is [C:12]([C:10]1[CH:9]=[CH:8][C:7]([CH3:18])=[C:6]([NH:5][C:3](=[O:4])[C:2]([F:19])([F:1])[F:20])[CH:11]=1)#[CH:13]. The yield is 0.780.